Dataset: Full USPTO retrosynthesis dataset with 1.9M reactions from patents (1976-2016). Task: Predict the reactants needed to synthesize the given product. Given the product [F:28][C:27]([F:29])([F:30])[C:24]1[CH:23]=[CH:22][C:21]([C:18]2[CH:19]=[CH:20][C:15]([CH2:14][C:13](=[O:31])[CH2:1][CH3:2])=[CH:16][CH:17]=2)=[CH:26][CH:25]=1, predict the reactants needed to synthesize it. The reactants are: [CH2:1]([Mg]Br)[CH3:2].O1CCCC1.CON(C)[C:13](=[O:31])[CH2:14][C:15]1[CH:20]=[CH:19][C:18]([C:21]2[CH:26]=[CH:25][C:24]([C:27]([F:30])([F:29])[F:28])=[CH:23][CH:22]=2)=[CH:17][CH:16]=1.